Dataset: Full USPTO retrosynthesis dataset with 1.9M reactions from patents (1976-2016). Task: Predict the reactants needed to synthesize the given product. (1) Given the product [CH3:12][C:1]1([S:4]([O:7][CH2:8][CH2:9][CH2:10][CH3:11])(=[O:6])=[O:5])[CH2:3][CH2:2]1, predict the reactants needed to synthesize it. The reactants are: [CH:1]1([S:4]([O:7][CH2:8][CH2:9][CH2:10][CH3:11])(=[O:6])=[O:5])[CH2:3][CH2:2]1.[CH2:12]1COCC1.CI. (2) Given the product [CH:1]1([C:4]2[CH:5]=[CH:6][C:7]([C:18]([NH:20][C@@H:21]([CH2:27][CH:28]([CH3:30])[CH3:29])[C:22]([OH:24])=[O:23])=[O:19])=[N:8][C:9]=2[CH2:10][C:11]2[CH:16]=[CH:15][C:14]([F:17])=[CH:13][CH:12]=2)[CH2:3][CH2:2]1, predict the reactants needed to synthesize it. The reactants are: [CH:1]1([C:4]2[CH:5]=[CH:6][C:7]([C:18]([NH:20][C@@H:21]([CH2:27][CH:28]([CH3:30])[CH3:29])[C:22]([O:24]CC)=[O:23])=[O:19])=[N:8][C:9]=2[CH2:10][C:11]2[CH:16]=[CH:15][C:14]([F:17])=[CH:13][CH:12]=2)[CH2:3][CH2:2]1.[OH-].[Li+]. (3) Given the product [ClH:27].[ClH:27].[NH2:14][CH2:13][CH2:12][CH2:11][CH2:10][C@@H:9]1[CH2:25][S:7][C:6]([NH2:5])=[N:8]1, predict the reactants needed to synthesize it. The reactants are: C([NH:5][C:6]([NH:8][C@@H:9]([CH2:25]O)[CH2:10][CH2:11][CH2:12][CH2:13][NH:14]C(=O)OCC1C=CC=CC=1)=[S:7])(C)(C)C.[ClH:27].